This data is from TCR-epitope binding with 47,182 pairs between 192 epitopes and 23,139 TCRs. The task is: Binary Classification. Given a T-cell receptor sequence (or CDR3 region) and an epitope sequence, predict whether binding occurs between them. (1) The epitope is SEPVLKGVKL. The TCR CDR3 sequence is CASSIHGAGTEAFF. Result: 0 (the TCR does not bind to the epitope). (2) The epitope is SLYNTVATL. The TCR CDR3 sequence is CASSLGRGSGANVLTF. Result: 1 (the TCR binds to the epitope). (3) The epitope is KAFSPEVIPMF. The TCR CDR3 sequence is CASSYSAGGPYEQYF. Result: 0 (the TCR does not bind to the epitope). (4) The epitope is KRWIIMGLNK. The TCR CDR3 sequence is CASSLFTDRRDGYTF. Result: 0 (the TCR does not bind to the epitope). (5) The epitope is GMFNMLSTVLGVS. The TCR CDR3 sequence is CARKTGHNEKLFF. Result: 1 (the TCR binds to the epitope). (6) The epitope is YFPLQSYGF. The TCR CDR3 sequence is CASSQDAGISYNEQFF. Result: 0 (the TCR does not bind to the epitope).